From a dataset of Forward reaction prediction with 1.9M reactions from USPTO patents (1976-2016). Predict the product of the given reaction. (1) The product is: [NH2:1][C@@H:2]([CH2:13][CH2:14][C:15]([N:17]1[CH2:22][CH2:21][CH2:20][C@@H:19]([C:23]([C:33]2[CH:38]=[CH:37][CH:36]=[C:35]([F:39])[C:34]=2[C:40]2[CH:45]=[CH:44][CH:43]=[C:42]([CH2:46][CH3:47])[CH:41]=2)([OH:32])[CH2:24][CH2:25][CH2:26][NH:27][C:28]([O:30][CH3:31])=[O:29])[CH2:18]1)=[O:16])[C:3]([OH:5])=[O:4]. Given the reactants [NH2:1][C@@H:2]([CH2:13][CH2:14][C:15]([N:17]1[CH2:22][CH2:21][CH2:20][C@@H:19]([C:23]([C:33]2[CH:38]=[CH:37][CH:36]=[C:35]([F:39])[C:34]=2[C:40]2[CH:45]=[CH:44][CH:43]=[C:42]([CH2:46][CH3:47])[CH:41]=2)([OH:32])[CH2:24][CH2:25][CH2:26][NH:27][C:28]([O:30][CH3:31])=[O:29])[CH2:18]1)=[O:16])[C:3]([O:5]CC1C=CC=CC=1)=[O:4], predict the reaction product. (2) Given the reactants [CH:1]1([CH:4]([N:8]2[CH:13]=[CH:12][C:11]([O:14][CH3:15])=[C:10]([C:16]#[N:17])[C:9]2=[O:18])[CH:5]([CH3:7])[CH3:6])[CH2:3][CH2:2]1.[Br:19]N1C(=O)CCC1=O.C(=O)([O-])O.[Na+], predict the reaction product. The product is: [Br:19][C:12]1[C:11]([O:14][CH3:15])=[C:10]([C:16]#[N:17])[C:9](=[O:18])[N:8]([CH:4]([CH:1]2[CH2:2][CH2:3]2)[CH:5]([CH3:7])[CH3:6])[CH:13]=1. (3) Given the reactants [NH2:1][CH2:2][C@H:3]1[C@H:11]2[N:6]([C:7]3[CH:15]=[CH:14][C:13]([N:16]4[CH:20]=[CH:19][O:18][C:17]4=[O:21])=[CH:12][C:8]=3[O:9][CH2:10]2)[C:5](=[O:22])[O:4]1.[Cl:23][C:24]1[S:28][C:27]([C:29](O)=[O:30])=[CH:26][CH:25]=1.CN(C(ON1N=NC2C=CC=NC1=2)=[N+](C)C)C.F[P-](F)(F)(F)(F)F.CCN(CC)CC, predict the reaction product. The product is: [Cl:23][C:24]1[S:28][C:27]([C:29]([NH:1][CH2:2][C@H:3]2[C@H:11]3[N:6]([C:7]4[CH:15]=[CH:14][C:13]([N:16]5[CH:20]=[CH:19][O:18][C:17]5=[O:21])=[CH:12][C:8]=4[O:9][CH2:10]3)[C:5](=[O:22])[O:4]2)=[O:30])=[CH:26][CH:25]=1. (4) Given the reactants C[O:2][C:3]1[CH:12]=[C:11]2[C:6]([CH2:7][CH2:8][O:9][CH:10]2[C:13]2[NH:14][CH2:15][CH2:16][N:17]=2)=[C:5]([CH3:18])[CH:4]=1.[BrH:19], predict the reaction product. The product is: [BrH:19].[NH:17]1[CH2:16][CH2:15][N:14]=[C:13]1[CH:10]1[C:11]2[C:6](=[C:5]([CH3:18])[CH:4]=[C:3]([OH:2])[CH:12]=2)[CH2:7][CH2:8][O:9]1.